This data is from Full USPTO retrosynthesis dataset with 1.9M reactions from patents (1976-2016). The task is: Predict the reactants needed to synthesize the given product. Given the product [CH:43]1([N:49]([CH3:50])[C:10]([C:8]2[CH:7]=[CH:6][C:5]3[NH:1][CH:2]=[N:3][C:4]=3[CH:9]=2)=[O:12])[CH2:48][CH2:47][CH2:46][CH2:45][CH2:44]1, predict the reactants needed to synthesize it. The reactants are: [NH:1]1[C:5]2[CH:6]=[CH:7][C:8]([C:10]([OH:12])=O)=[CH:9][C:4]=2[N:3]=[CH:2]1.C1C=CC2N(O)N=NC=2C=1.CCN=C=NCCCN(C)C.C(N(C(C)C)CC)(C)C.[CH:43]1([NH:49][CH3:50])[CH2:48][CH2:47][CH2:46][CH2:45][CH2:44]1.